This data is from Catalyst prediction with 721,799 reactions and 888 catalyst types from USPTO. The task is: Predict which catalyst facilitates the given reaction. Reactant: [CH3:1]C(OC(/N=N/C(OC(C)C)=O)=O)C.[F:15][CH:16]([F:39])[CH2:17][O:18][C:19]1[CH:20]=[C:21]2[C:26](=[CH:27][CH:28]=1)[N:25]([CH:29]1[CH2:34][CH2:33][N:32]([CH:35]=[O:36])[CH2:31][CH2:30]1)[C:24](=[O:37])[NH:23][C:22]2=[O:38].[CH:40]1([O:45][C:46]2[CH:51]=[CH:50][C:49](CO)=[CH:48][C:47]=2[O:54][CH3:55])[CH2:44][CH2:43][CH2:42][CH2:41]1.C1C=CC(P(C2C=CC=CC=2)C2C=CC=CC=2)=CC=1. Product: [CH:40]1([O:45][C:46]2[CH:51]=[C:50]([CH:49]=[CH:48][C:47]=2[O:54][CH3:55])[CH2:1][N:23]2[C:22](=[O:38])[C:21]3[C:26](=[CH:27][CH:28]=[C:19]([O:18][CH2:17][CH:16]([F:15])[F:39])[CH:20]=3)[N:25]([CH:29]3[CH2:34][CH2:33][N:32]([CH:35]=[O:36])[CH2:31][CH2:30]3)[C:24]2=[O:37])[CH2:41][CH2:42][CH2:43][CH2:44]1. The catalyst class is: 1.